This data is from Forward reaction prediction with 1.9M reactions from USPTO patents (1976-2016). The task is: Predict the product of the given reaction. (1) Given the reactants [NH2:1][C:2]1[CH:3]=[C:4]2[C:9](=[CH:10][CH:11]=1)[N:8]=[CH:7][C:6]([C:12]#[N:13])=[C:5]2[NH:14][CH:15]1[CH2:21][CH2:20][CH2:19][CH2:18][CH2:17][CH2:16]1.[CH3:22][N:23]1[CH:27]=[CH:26][N:25]=[C:24]1[CH:28]=O.[BH3-]C#N.[Na+], predict the reaction product. The product is: [CH:15]1([NH:14][C:5]2[C:4]3[C:9](=[CH:10][CH:11]=[C:2]([NH:1][CH2:28][C:24]4[N:23]([CH3:22])[CH:27]=[CH:26][N:25]=4)[CH:3]=3)[N:8]=[CH:7][C:6]=2[C:12]#[N:13])[CH2:16][CH2:17][CH2:18][CH2:19][CH2:20][CH2:21]1. (2) Given the reactants ClC(Cl)(Cl)CO[C:5](=[O:25])[NH:6][C:7]1[N:8]([C:18]2[CH:23]=[CH:22][C:21]([CH3:24])=[CH:20][CH:19]=2)[N:9]=[C:10]([C:12]([CH2:16][F:17])([CH3:15])[CH2:13][F:14])[CH:11]=1.CCN(C(C)C)C(C)C.[C:37]([O:41][C:42]([N:44]1[CH2:49][CH2:48][CH:47]([O:50][C:51]2[C:60]3[C:55](=[CH:56][CH:57]=[CH:58][CH:59]=3)[C:54]([NH2:61])=[CH:53][N:52]=2)[CH2:46][CH2:45]1)=[O:43])([CH3:40])([CH3:39])[CH3:38].O, predict the reaction product. The product is: [C:37]([O:41][C:42]([N:44]1[CH2:45][CH2:46][CH:47]([O:50][C:51]2[C:60]3[C:55](=[CH:56][CH:57]=[CH:58][CH:59]=3)[C:54]([NH:61][C:5]([NH:6][C:7]3[N:8]([C:18]4[CH:19]=[CH:20][C:21]([CH3:24])=[CH:22][CH:23]=4)[N:9]=[C:10]([C:12]([CH2:16][F:17])([CH3:15])[CH2:13][F:14])[CH:11]=3)=[O:25])=[CH:53][N:52]=2)[CH2:48][CH2:49]1)=[O:43])([CH3:40])([CH3:38])[CH3:39]. (3) Given the reactants [CH3:1][C:2]([CH3:4])=O.[OH:5][C:6]1[CH:7]=[C:8]2[C:13](=[CH:14][CH:15]=1)[C:12](=[O:16])[N:11]([C@@H:17]1[CH2:21][CH2:20][NH:19][CH2:18]1)[CH2:10][CH2:9]2, predict the reaction product. The product is: [OH:5][C:6]1[CH:7]=[C:8]2[C:13](=[CH:14][CH:15]=1)[C:12](=[O:16])[N:11]([C@@H:17]1[CH2:21][CH2:20][N:19]([CH:2]([CH3:4])[CH3:1])[CH2:18]1)[CH2:10][CH2:9]2. (4) Given the reactants [C:1]1([C:25]2[CH:30]=[CH:29][CH:28]=[CH:27][CH:26]=2)[CH:6]=[CH:5][C:4]([CH2:7][NH:8][CH2:9][C:10]2[CH:11]=[C:12]([CH:22]=[CH:23][CH:24]=2)[CH2:13][NH:14][C:15](=[O:21])[O:16][C:17]([CH3:20])([CH3:19])[CH3:18])=[CH:3][CH:2]=1.[Cl:31][C:32]1[C:33]([OH:43])=[C:34]([S:39](Cl)(=[O:41])=[O:40])[CH:35]=[C:36]([Cl:38])[CH:37]=1.CCN(CC)CC, predict the reaction product. The product is: [C:1]1([C:25]2[CH:26]=[CH:27][CH:28]=[CH:29][CH:30]=2)[CH:6]=[CH:5][C:4]([CH2:7][N:8]([CH2:9][C:10]2[CH:11]=[C:12]([CH:22]=[CH:23][CH:24]=2)[CH2:13][NH:14][C:15](=[O:21])[O:16][C:17]([CH3:20])([CH3:19])[CH3:18])[S:39]([C:34]2[CH:35]=[C:36]([Cl:38])[CH:37]=[C:32]([Cl:31])[C:33]=2[OH:43])(=[O:40])=[O:41])=[CH:3][CH:2]=1. (5) Given the reactants Br[CH2:2]/[CH:3]=[CH:4]/[CH2:5][O:6][CH2:7][C@H:8]1[CH2:13][CH2:12][C@H:11]([CH2:14][N:15]([CH3:29])[S:16]([C:19]2[CH:24]=[CH:23][C:22]([C:25]([F:28])([F:27])[F:26])=[CH:21][CH:20]=2)(=[O:18])=[O:17])[CH2:10][CH2:9]1.[OH:30][CH2:31][CH2:32][NH:33][CH2:34][CH2:35][OH:36], predict the reaction product. The product is: [OH:30][CH2:31][CH2:32][N:33]([CH2:34][CH2:35][OH:36])[CH2:2]/[CH:3]=[CH:4]/[CH2:5][O:6][CH2:7][C@H:8]1[CH2:13][CH2:12][C@H:11]([CH2:14][N:15]([CH3:29])[S:16]([C:19]2[CH:24]=[CH:23][C:22]([C:25]([F:28])([F:27])[F:26])=[CH:21][CH:20]=2)(=[O:18])=[O:17])[CH2:10][CH2:9]1. (6) The product is: [C:31]1([CH:7]([C:1]2[CH:2]=[CH:3][CH:4]=[CH:5][CH:6]=2)[CH2:8][CH2:9][O:10][C:11](=[O:12])[C:13]2[C:18]([C:19]3[CH:24]=[CH:23][CH:22]=[C:21]([Cl:25])[CH:20]=3)=[C:17]([C:26]([N:37]3[CH2:41][CH2:40][CH2:39][CH2:38]3)=[O:28])[C:16]([CH3:29])=[N:15][C:14]=2[CH3:30])[CH:32]=[CH:33][CH:34]=[CH:35][CH:36]=1. Given the reactants [C:1]1([CH:7]([C:31]2[CH:36]=[CH:35][CH:34]=[CH:33][CH:32]=2)[CH2:8][CH2:9][O:10][C:11]([C:13]2[C:14]([CH3:30])=[N:15][C:16]([CH3:29])=[C:17]([C:26]([OH:28])=O)[C:18]=2[C:19]2[CH:24]=[CH:23][CH:22]=[C:21]([Cl:25])[CH:20]=2)=[O:12])[CH:6]=[CH:5][CH:4]=[CH:3][CH:2]=1.[NH:37]1[CH2:41][CH2:40][CH2:39][CH2:38]1.CCN=C=NCCCN(C)C.Cl.CN(C=O)C, predict the reaction product.